This data is from Catalyst prediction with 721,799 reactions and 888 catalyst types from USPTO. The task is: Predict which catalyst facilitates the given reaction. (1) Reactant: [OH-:1].[Na+].[Si]([O:20][CH2:21][C@@H:22]1C[C@H:23]1[CH2:25]C#N)(C(C)(C)C)(C1C=CC=CC=1)C1C=CC=CC=1.[CH3:28][CH2:29][OH:30]. Product: [OH:30][CH2:29][C@@H:28]1[CH2:25][C@H:23]1[CH2:22][C:21]([OH:20])=[O:1]. The catalyst class is: 6. (2) Reactant: [Br:1][C:2]1[CH:7]=[CH:6][C:5]([S:8]([O-:10])=[O:9])=[CH:4][CH:3]=1.[Na+].[C:12](#[N:15])[CH:13]=[CH2:14].C(O)(=O)C. Product: [Br:1][C:2]1[CH:7]=[CH:6][C:5]([S:8]([CH2:14][CH2:13][C:12]#[N:15])(=[O:10])=[O:9])=[CH:4][CH:3]=1. The catalyst class is: 6. (3) Reactant: [F:1][C:2]1[CH:34]=[C:33]([F:35])[CH:32]=[CH:31][C:3]=1[O:4][C:5]1[CH:6]=[CH:7][C:8]2[N:9]([CH:11]=[CH:12][C:13](=[O:30])[C:14]=2[C:15]2[CH:20]=[C:19]([C:21]([N:23]3[CH2:27][CH2:26][CH2:25][CH2:24]3)=[O:22])[CH:18]=[CH:17][C:16]=2[CH:28]=[CH2:29])[N:10]=1. Product: [F:1][C:2]1[CH:34]=[C:33]([F:35])[CH:32]=[CH:31][C:3]=1[O:4][C:5]1[CH:6]=[CH:7][C:8]2[N:9]([CH:11]=[CH:12][C:13](=[O:30])[C:14]=2[C:15]2[CH:20]=[C:19]([C:21]([N:23]3[CH2:24][CH2:25][CH2:26][CH2:27]3)=[O:22])[CH:18]=[CH:17][C:16]=2[CH2:28][CH3:29])[N:10]=1. The catalyst class is: 25.